This data is from Reaction yield outcomes from USPTO patents with 853,638 reactions. The task is: Predict the reaction yield, written as a fraction of the theoretical maximum amount of product (1.0 means a 100% yield; for example, 0.34 means a 34% yield). (1) The reactants are [I:1][C:2]1[CH:9]=[CH:8][CH:7]=[CH:6][C:3]=1[CH2:4][OH:5]. The catalyst is ClCCl.[O-2].[Mn+2]. The product is [I:1][C:2]1[CH:9]=[CH:8][CH:7]=[CH:6][C:3]=1[CH:4]=[O:5]. The yield is 0.910. (2) The reactants are C1(N(Cl)C(=O)N(Cl)C(=O)N1Cl)=O.[Si:13]([O:20][CH2:21][C@@H:22]1[CH2:26][C@@H:25]([OH:27])[CH2:24][N:23]1[C:28]([C:30]1[CH:35]=[C:34]([O:36][CH3:37])[C:33]([O:38][Si:39]([CH:46]([CH3:48])[CH3:47])([CH:43]([CH3:45])[CH3:44])[CH:40]([CH3:42])[CH3:41])=[CH:32][C:31]=1[N+:49]([O-:51])=[O:50])=[O:29])([C:16]([CH3:19])([CH3:18])[CH3:17])([CH3:15])[CH3:14].CC1(C)N([O])C(C)(C)CCC1.C(OCC)(=O)C.CCCCCC. The catalyst is ClCCl. The product is [Si:13]([O:20][CH2:21][C@H:22]1[N:23]([C:28](=[O:29])[C:30]2[CH:35]=[C:34]([O:36][CH3:37])[C:33]([O:38][Si:39]([CH:40]([CH3:41])[CH3:42])([CH:43]([CH3:44])[CH3:45])[CH:46]([CH3:48])[CH3:47])=[CH:32][C:31]=2[N+:49]([O-:51])=[O:50])[CH2:24][C:25](=[O:27])[CH2:26]1)([C:16]([CH3:17])([CH3:18])[CH3:19])([CH3:14])[CH3:15]. The yield is 1.00.